From a dataset of Full USPTO retrosynthesis dataset with 1.9M reactions from patents (1976-2016). Predict the reactants needed to synthesize the given product. (1) Given the product [F:50][C:2]([F:1])([F:49])[C:3]1[CH:4]=[C:5]([CH:42]=[C:43]([C:45]([F:46])([F:47])[F:48])[CH:44]=1)[CH2:6][N:7]([CH2:24][C:25]1[CH:30]=[C:29]([C:31]([F:34])([F:33])[F:32])[CH:28]=[CH:27][C:26]=1[N:35]([CH2:38][CH2:39][CH2:40][CH3:41])[CH2:36][CH3:37])[C:8]1[N:13]=[CH:12][N:11]=[C:10]([NH:14][CH2:15][CH2:16][C:17]([OH:19])=[O:18])[CH:9]=1, predict the reactants needed to synthesize it. The reactants are: [F:1][C:2]([F:50])([F:49])[C:3]1[CH:4]=[C:5]([CH:42]=[C:43]([C:45]([F:48])([F:47])[F:46])[CH:44]=1)[CH2:6][N:7]([CH2:24][C:25]1[CH:30]=[C:29]([C:31]([F:34])([F:33])[F:32])[CH:28]=[CH:27][C:26]=1[N:35]([CH2:38][CH2:39][CH2:40][CH3:41])[CH2:36][CH3:37])[C:8]1[N:13]=[CH:12][N:11]=[C:10]([NH:14][CH2:15][CH2:16][C:17]([O:19]C(C)(C)C)=[O:18])[CH:9]=1.O.C(=O)(O)[O-].[Na+]. (2) Given the product [F:17][C:18]([F:27])([F:28])[C:19]1([C:21]2[CH:26]=[CH:25][CH:24]=[CH:23][CH:22]=2)[C:2]2[C:3](=[CH:6][C:7]([O:10][CH3:11])=[CH:8][CH:9]=2)[CH2:4][O:20]1, predict the reactants needed to synthesize it. The reactants are: Br[C:2]1[CH:9]=[CH:8][C:7]([O:10][CH3:11])=[CH:6][C:3]=1[CH2:4]Cl.C([Li])CCC.[F:17][C:18]([F:28])([F:27])[C:19]([C:21]1[CH:26]=[CH:25][CH:24]=[CH:23][CH:22]=1)=[O:20].